This data is from Forward reaction prediction with 1.9M reactions from USPTO patents (1976-2016). The task is: Predict the product of the given reaction. (1) Given the reactants [CH3:1][C:2]1[N:7]=[C:6]([NH:8][S:9]([C:12]2[CH:17]=[CH:16][C:15]([C:18]3[CH:23]=[CH:22][C:21]([F:24])=[CH:20][CH:19]=3)=[CH:14][CH:13]=2)(=[O:11])=[O:10])[CH:5]=[CH:4][CH:3]=1.C([N-]C(C)C)(C)C.[Li+].[C:33](=[O:35])=[O:34], predict the reaction product. The product is: [F:24][C:21]1[CH:20]=[CH:19][C:18]([C:15]2[CH:16]=[CH:17][C:12]([S:9]([NH:8][C:6]3[N:7]=[C:2]([CH2:1][C:33]([OH:35])=[O:34])[CH:3]=[CH:4][CH:5]=3)(=[O:11])=[O:10])=[CH:13][CH:14]=2)=[CH:23][CH:22]=1. (2) Given the reactants [CH2:1]([O:3][CH2:4][CH2:5][O:6][C:7]1[CH:12]=[C:11]([CH3:13])[C:10]([C:14]2[CH:19]=[CH:18][CH:17]=[C:16]([CH2:20][O:21][C:22]3[CH:27]=[CH:26][C:25]([CH2:28][CH2:29][C:30]([O:32]C)=[O:31])=[CH:24][CH:23]=3)[CH:15]=2)=[C:9]([CH3:34])[CH:8]=1)[CH3:2], predict the reaction product. The product is: [CH2:1]([O:3][CH2:4][CH2:5][O:6][C:7]1[CH:12]=[C:11]([CH3:13])[C:10]([C:14]2[CH:19]=[CH:18][CH:17]=[C:16]([CH2:20][O:21][C:22]3[CH:23]=[CH:24][C:25]([CH2:28][CH2:29][C:30]([OH:32])=[O:31])=[CH:26][CH:27]=3)[CH:15]=2)=[C:9]([CH3:34])[CH:8]=1)[CH3:2]. (3) Given the reactants [BH4-].[Na+].[CH:3]([C:5]1[CH:10]=[C:9]([O:11][CH3:12])[CH:8]=[CH:7][C:6]=1[C:13]1[N:18]=[C:17]([C:19]2[CH:20]=[N:21][CH:22]=[CH:23][CH:24]=2)[CH:16]=[C:15]([S:25][CH3:26])[C:14]=1[C:27]#[N:28])=[O:4], predict the reaction product. The product is: [OH:4][CH2:3][C:5]1[CH:10]=[C:9]([O:11][CH3:12])[CH:8]=[CH:7][C:6]=1[C:13]1[N:18]=[C:17]([C:19]2[CH:20]=[N:21][CH:22]=[CH:23][CH:24]=2)[CH:16]=[C:15]([S:25][CH3:26])[C:14]=1[C:27]#[N:28].